Dataset: Experimentally validated miRNA-target interactions with 360,000+ pairs, plus equal number of negative samples. Task: Binary Classification. Given a miRNA mature sequence and a target amino acid sequence, predict their likelihood of interaction. (1) The miRNA is mmu-miR-544-5p with sequence UCUUGUUAAAAAGCAGAGUCU. The protein sequence of the target gene is MEPAGERFPEQRQVLILLLLLEVTLAGWEPRRYSVMEETERGSFVANLANDLGLGVGELAERGARVVSEDNEQGLQLDLQTGQLILNEKLDREKLCGPTEPCIMHFQVLLKKPLEVFRAELLVTDINDHSPEFPEREMTLKIPETSSLGTVFPLKKARDLDVGSNNVQNYNISPNSHFHVSTRTRGDGRKYPELVLDTELDREEQAELRLTLTAVDGGSPPRSGTVQILILVLDANDNAPEFVQALYEVQVPENSPVGSLVVKVSARDLDTGTNGEISYSLYYSSQEIDKPFELSSLSGE.... Result: 0 (no interaction). (2) The miRNA is hsa-miR-7161-5p with sequence UAAAGACUGUAGAGGCAACUGGU. The protein sequence of the target gene is MDYDSYQHYFYDYDCGEDFYRSTAPSEDIWKKFELVPSPPTSPPWGLGPGAGDPAPGIGPPEPWPGGCTGDEAESRGHSKGWGRNYASIIRRDCMWSGFSARERLERAVSDRLAPGAPRGNPPKASAAPDCTPSLEAGNPAPAAPCPLGEPKTQACSGSESPSDSENEEIDVVTVEKRQSLGIRKPVTITVRADPLDPCMKHFHISIHQQQHNYAARFPPESCSQEEASERGPQEEVLERDAAGEKEDEEDEEIVSPPPVESEAAQSCHPKPVSSDTEDVTKRKNHNFLERKRRNDLRSR.... Result: 0 (no interaction). (3) The miRNA is hsa-miR-6516-5p with sequence UUUGCAGUAACAGGUGUGAGCA. The protein sequence of the target gene is MVRGARQPQQPRSRLAPRLTGTVEKPPRKRRSRTEFALKEIMSSGGAEDDIPQGERKTVTDFCYLLDKSKQLFNGLRDLPQYGQKQWQSYFGRTFDVYTKLWKFQQQHRQVLDNRYGLKRWQIGEIASKIGQLYYHYYLRTSETSYLNEAFSFYSAIRQRSYYSQVNKEDRPELVVKKLRYYARFIVVCLLLNKMDVVKDLVKELSDEIEDYTHRFNTEDQVEWNLVLQEVAAFIEADPVMVLNDDNTIVITSNRLAETGAPLLEQGMIVGQLSLADALIIGNCNNQVKFSELTVDMFRM.... Result: 1 (interaction). (4) The miRNA is hsa-miR-1273h-5p with sequence CUGGGAGGUCAAGGCUGCAGU. The protein sequence of the target gene is MEGVSALLASCPTAGLAGGLGVTACAAAGVVLYRIARRVKPTHTMVNCWFCNHDTLVPYGNRNCWDCPHCEQYNGFQENGDYNKPIPAQYMEHLNHVVSSVPSPRDPAQPQQWVSSQVLLCRRCSHHQTTKIKQLAAFTPREEGRYDEEIEVYRHHLEQMYKLCRPCQAAVEYYIKHQNRQLRALLLSHQFRRREADQAHGQSFSSSAVKAPFQVILLRALAFLACAFLLFTTLYGPSEPFTPGAALPPALPPGGNSSAASDNTTSQAEGWQQLLGLLPEHATEKLHEAWAFGQSHQTSI.... Result: 0 (no interaction). (5) Result: 1 (interaction). The protein sequence of the target gene is MLSSFNEWFWQDRFWLPPNVTWTELEDRDGRVYPHPQDLLAALPLALVLLAMRLAFERFIGLPLSRWLGVRDQTRRQVKPNATLEKHFLTEGHRPKEPQLSLLAAQCGLTLQQTQRWFRRRRNQDRPQLTKKFCEASWRFLFYLSSFVGGLSVLYHESWLWAPVMCWDRYPNQTLKPSLYWWYLLELGFYLSLLIRLPFDVKRKDFKEQVIHHFVAVILMTFSYSANLLRIGSLVLLLHDSSDYLLEACKMVNYMQYQQVCDALFLIFSFVFFYTRLVLFPTQILYTTYYESISNRGPFF.... The miRNA is hsa-miR-3612 with sequence AGGAGGCAUCUUGAGAAAUGGA. (6) The miRNA is mmu-miR-325-3p with sequence UUUAUUGAGCACCUCCUAUCAA. The protein sequence of the target gene is MANSAKAEEYEKMSLEQAKASVNSETESSFNINENTTASGTGLSEKTSVCRQVDIARKRKEFEDDLVKESSSCGKDTPSKKRKLDPEIVPEEKDCGDAEGNSKKRKRETEDVPKDKSSTGDGTQNKRKIALEDVPEKQKNLEEGHSSTVAAHYNELQEVGLEKRSQSRIFYLRNFNNWMKSVLIGEFLEKVRQKKKRDITVLDLGCGKGGDLLKWKKGRINKLVCTDIADVSVKQCQQRYEDMKNRRDSEYIFSAEFITADSSKELLIDKFRDPQMCFDICSCQFVCHYSFESYEQADMM.... Result: 0 (no interaction). (7) The miRNA is hsa-miR-199a-5p with sequence CCCAGUGUUCAGACUACCUGUUC. The protein sequence of the target gene is MGDEKDSWKVKTLDEILQEKKRRKEQEEKAEIKRLKNSDDRDSKRDSLEEGELRDHCMEITIRNSPYRREDSMEDRGEEDDSLAIKPPQQMSRKEKVHHRKDEKRKEKWKHARVKEREHERRKRHREEQDKARREWERQKRREMAREHSRRERDRLEQLERKRERERKMREQQKEQREQKERERRAEERRKEREARREVSAHHRTMREDYSDKVKASHWSRSPPRPPRERFELGDGRKPGEARPAPAQKPAQLKEEKMEERDLLSDLQDISDSERKTSSAESSSAESGSGSEEEEEEEEE.... Result: 0 (no interaction). (8) The miRNA is mmu-miR-532-3p with sequence CCUCCCACACCCAAGGCUUGCA. The protein sequence of the target gene is MDGSGEQPRGGGPTSSEQIMKTGALLLQGFIQDRAGRMGGEAPELALDPVPQDASTKKLSECLKRIGDELDSNMELQRMIAAVDTDSPREVFFRVAADMFSDGNFNWGRVVALFYFASKLVLKALCTKVPELIRTIMGWTLDFLRERLLGWIQDQGGWDGLLSYFGTPTWQTVTIFVAGVLTASLTIWKKMG. Result: 0 (no interaction). (9) The miRNA is mmu-miR-7001-3p with sequence CGCUCACACUCCCUCUGCAG. The protein sequence of the target gene is MTGRDGLSDARSRSRALAPGCPPTGSRLRSFAINDLLGLEADLPTPAEPGLRSNSGDPAEAIGSGPGPGPGLCGSCPARGALPLGLGLLCGFGAQPPSAAAAARARCLLLADLRLLPSAGPEPAVAQGPVHPPPALGSQQRSESVSTSDGDSPSEEKNDPKMSLILGKRKKRRHRTVFTAHQLEELEKAFGEAHYPDVYAREMLAAKTELPEDRIQVWFQNRRAKWRKREKRWGGSSVMAEYGLYGAMVRHCIPLPDSVLNSADSLQGSCAPWLLGMHKKSTGMRKPESEDKLAGLWEFD.... Result: 0 (no interaction). (10) The miRNA is mmu-miR-542-5p with sequence CUCGGGGAUCAUCAUGUCACGA. The protein sequence of the target gene is MEDCNVHSAASILASVKEQEARFERLTRALEQERRHVALQLERAQQPGMVSGGMGSGQPLPMAWQQLVLQEQSPGSQASLATMPEAPDVLEETVTVEEDPGTPTSHVSIVTSEDGTTRRTETKVTKTVKTVTTRTVRQVPVGPDGLPLLDGGPPLGPFADGALDRHFLLRGGGPVATLSRAYLSSGGGFPEGPEPRDSPSYGSLSRGLGMRPPRAGPLGPGPGDGCFTLPGHREAFPVGPEPGPPGGRSLPERFQAEPYGLEDDTRSLAADDEGGPELEPDYGTATRRRPECGRGLHTRA.... Result: 0 (no interaction).